Dataset: Forward reaction prediction with 1.9M reactions from USPTO patents (1976-2016). Task: Predict the product of the given reaction. (1) Given the reactants C[O:2][C:3](=[O:33])[C:4]1[CH:9]=[CH:8][C:7]([O:10][CH3:11])=[CH:6][C:5]=1[NH:12][C:13]1[C:22]([NH:23][S:24]([C:27]2[CH:28]=[N:29][CH:30]=[CH:31][CH:32]=2)(=[O:26])=[O:25])=[N:21][C:20]2[C:15](=[CH:16][CH:17]=[CH:18][CH:19]=2)[N:14]=1.C([O-])([O-])=O.[K+].[K+].O, predict the reaction product. The product is: [CH3:11][O:10][C:7]1[CH:8]=[CH:9][C:4]([C:3]([OH:33])=[O:2])=[C:5]([NH:12][C:13]2[C:22]([NH:23][S:24]([C:27]3[CH:28]=[N:29][CH:30]=[CH:31][CH:32]=3)(=[O:25])=[O:26])=[N:21][C:20]3[C:15](=[CH:16][CH:17]=[CH:18][CH:19]=3)[N:14]=2)[CH:6]=1. (2) Given the reactants [F:1][C:2]1[CH:9]=[CH:8][C:5]([C:6]#[N:7])=[CH:4][CH:3]=1.Cl.[NH2:11][OH:12].C(=O)([O-])[O-].[K+].[K+], predict the reaction product. The product is: [F:1][C:2]1[CH:9]=[CH:8][C:5]([C:6](=[N:11][OH:12])[NH2:7])=[CH:4][CH:3]=1. (3) Given the reactants [CH2:1]([O:8][C:9](=[O:25])[NH:10][C@H:11]1[CH2:16][CH2:15][C@@H:14]([NH:17]C(OC(C)(C)C)=O)[CH2:13][CH2:12]1)[C:2]1[CH:7]=[CH:6][CH:5]=[CH:4][CH:3]=1.C(O)(C(F)(F)F)=O, predict the reaction product. The product is: [CH2:1]([O:8][C:9](=[O:25])[NH:10][C@H:11]1[CH2:16][CH2:15][C@@H:14]([NH2:17])[CH2:13][CH2:12]1)[C:2]1[CH:3]=[CH:4][CH:5]=[CH:6][CH:7]=1. (4) Given the reactants C(Cl)(=O)C(Cl)=O.[F:7][C:8]([F:16])([F:15])[C:9]1([C:12](O)=[O:13])[CH2:11][CH2:10]1.[C:17]([O:21][C:22]([N:24]1[CH2:29][CH2:28][C:27]([NH2:32])([C:30]#[N:31])[CH2:26][CH2:25]1)=[O:23])([CH3:20])([CH3:19])[CH3:18].C(N(C(C)C)CC)(C)C, predict the reaction product. The product is: [C:17]([O:21][C:22]([N:24]1[CH2:25][CH2:26][C:27]([C:30]#[N:31])([NH:32][C:12]([C:9]2([C:8]([F:16])([F:15])[F:7])[CH2:11][CH2:10]2)=[O:13])[CH2:28][CH2:29]1)=[O:23])([CH3:20])([CH3:18])[CH3:19]. (5) Given the reactants [Br:1][C:2]1[CH:3]=[CH:4][C:5]([Cl:12])=[C:6]([CH2:8][C:9](O)=[O:10])[CH:7]=1.C(Cl)(=O)C([Cl:16])=O, predict the reaction product. The product is: [Br:1][C:2]1[CH:3]=[CH:4][C:5]([Cl:12])=[C:6]([CH2:8][C:9]([Cl:16])=[O:10])[CH:7]=1. (6) Given the reactants [CH3:1][C:2]1[N:3]=[C:4]2[CH:9]=[CH:8][C:7]([CH3:10])=[N:6][N:5]2[CH:11]=1.Br[C:13]1[S:17][C:16]([C:18]2[CH:23]=[CH:22][CH:21]=[C:20]([CH3:24])[N:19]=2)=[CH:15][C:14]=1[CH3:25].C([O-])([O-])=O.[Cs+].[Cs+].N#N.C1C=CC(P(C2C=CC=CC=2)C2C=CC=CC=2)=CC=1, predict the reaction product. The product is: [CH3:1][C:2]1[N:3]=[C:4]2[CH:9]=[CH:8][C:7]([CH3:10])=[N:6][N:5]2[C:11]=1[C:13]1[S:17][C:16]([C:18]2[CH:23]=[CH:22][CH:21]=[C:20]([CH3:24])[N:19]=2)=[CH:15][C:14]=1[CH3:25]. (7) Given the reactants [NH2:1][CH:2]([CH2:12][C:13]1[O:14][C:15]([C:18]([F:21])([F:20])[F:19])=[CH:16][CH:17]=1)[CH:3]([C:5]1[CH:10]=[CH:9][C:8]([F:11])=[CH:7][CH:6]=1)[OH:4].[F:22][C:23]1[C:32]2[C:27](=[CH:28][CH:29]=[CH:30][CH:31]=2)[C:26]([C:33](O)=[O:34])=[CH:25][CH:24]=1.Cl.C(N=C=NCCCN(C)C)C.ON1C2C=CC=CC=2N=N1, predict the reaction product. The product is: [F:22][C:23]1[C:32]2[C:27](=[CH:28][CH:29]=[CH:30][CH:31]=2)[C:26]([C:33]([NH:1][CH:2]([CH2:12][C:13]2[O:14][C:15]([C:18]([F:21])([F:20])[F:19])=[CH:16][CH:17]=2)[CH:3]([C:5]2[CH:10]=[CH:9][C:8]([F:11])=[CH:7][CH:6]=2)[OH:4])=[O:34])=[CH:25][CH:24]=1.